This data is from Full USPTO retrosynthesis dataset with 1.9M reactions from patents (1976-2016). The task is: Predict the reactants needed to synthesize the given product. (1) Given the product [CH2:13]([N:20]1[CH:24]([CH3:25])[CH2:23][CH:22]([C:27]([O:28][CH3:29])=[O:30])[C:21]1=[O:26])[C:14]1[CH:19]=[CH:18][CH:17]=[CH:16][CH:15]=1, predict the reactants needed to synthesize it. The reactants are: C(NC(C)C)(C)C.[Li]CCCC.[CH2:13]([N:20]1[CH:24]([CH3:25])[CH2:23][CH2:22][C:21]1=[O:26])[C:14]1[CH:19]=[CH:18][CH:17]=[CH:16][CH:15]=1.[C:27](=O)([O:30]C)[O:28][CH3:29].[O-][Mn](=O)(=O)=O.[K+]. (2) Given the product [Br:1][C:2]1[CH:3]=[C:4]([CH:8]=[C:9]([CH3:11])[CH:10]=1)[C:5]([NH:18][C:17]1[CH:19]=[CH:20][CH:21]=[C:15]([CH:12]([CH3:14])[CH3:13])[CH:16]=1)=[O:7], predict the reactants needed to synthesize it. The reactants are: [Br:1][C:2]1[CH:3]=[C:4]([CH:8]=[C:9]([CH3:11])[CH:10]=1)[C:5]([OH:7])=O.[CH:12]([C:15]1[CH:16]=[C:17]([CH:19]=[CH:20][CH:21]=1)[NH2:18])([CH3:14])[CH3:13]. (3) Given the product [Cl:8][C:9]1[CH:10]=[C:11]2[C:16](=[CH:17][CH:18]=1)[CH2:15][N:14]([C:20]1[CH:25]=[C:24]([CH3:26])[C:23]([NH:27][C:28](=[O:34])[CH2:29][C:30]([CH3:31])([CH3:32])[CH3:33])=[C:22]([CH3:35])[CH:21]=1)[CH2:13][CH2:12]2, predict the reactants needed to synthesize it. The reactants are: CC(C)([O-])C.[K+].Cl.[Cl:8][C:9]1[CH:10]=[C:11]2[C:16](=[CH:17][CH:18]=1)[CH2:15][NH:14][CH2:13][CH2:12]2.Br[C:20]1[CH:25]=[C:24]([CH3:26])[C:23]([NH:27][C:28](=[O:34])[CH2:29][C:30]([CH3:33])([CH3:32])[CH3:31])=[C:22]([CH3:35])[CH:21]=1.